This data is from Forward reaction prediction with 1.9M reactions from USPTO patents (1976-2016). The task is: Predict the product of the given reaction. (1) Given the reactants [CH3:1][N:2]1[CH2:7][CH2:6][CH2:5][CH2:4][CH:3]1[CH2:8][OH:9].[Cl:10][C:11]1[CH:12]=[C:13]([CH:26]=[CH:27][C:28]=1[O:29][CH2:30][C:31]1[CH:36]=[CH:35][CH:34]=[CH:33][N:32]=1)[NH:14][C:15]1[C:24]2[C:19](=[CH:20][CH:21]=[CH:22][C:23]=2F)[N:18]=[CH:17][N:16]=1, predict the reaction product. The product is: [Cl:10][C:11]1[CH:12]=[C:13]([CH:26]=[CH:27][C:28]=1[O:29][CH2:30][C:31]1[CH:36]=[CH:35][CH:34]=[CH:33][N:32]=1)[NH:14][C:15]1[C:24]2[C:19](=[CH:20][CH:21]=[CH:22][C:23]=2[O:9][CH2:8][CH:3]2[CH2:4][CH2:5][CH2:6][CH2:7][N:2]2[CH3:1])[N:18]=[CH:17][N:16]=1. (2) Given the reactants [CH3:1][O:2][C:3]1[CH:4]=[CH:5][C:6]([C@H:9]2[CH2:11][C@@H:10]2[CH2:12][OH:13])=[N:7][CH:8]=1.[H-].[Na+].[Br:16][C:17]1[C:18](Cl)=[N:19][C:20]([CH3:23])=[N:21][CH:22]=1.C(=O)(O)[O-].[Na+], predict the reaction product. The product is: [Br:16][C:17]1[C:18]([O:13][CH2:12][C@H:10]2[CH2:11][C@@H:9]2[C:6]2[CH:5]=[CH:4][C:3]([O:2][CH3:1])=[CH:8][N:7]=2)=[N:19][C:20]([CH3:23])=[N:21][CH:22]=1. (3) The product is: [C:1](=[O:11])([S:6][C:7]([CH3:10])([CH3:9])[CH3:8])[O:2][CH:3]([O:17][C:12](=[O:16])[CH:13]([CH3:15])[CH3:14])[CH3:4]. Given the reactants [C:1](=[O:11])([S:6][C:7]([CH3:10])([CH3:9])[CH3:8])[O:2][CH:3](Cl)[CH3:4].[C:12]([OH:17])(=[O:16])[CH:13]([CH3:15])[CH3:14].C(N(C(C)C)CC)(C)C, predict the reaction product. (4) Given the reactants C(OC([S:6][C:7]1[C:8]([CH3:16])=[C:9]([CH:13]=[CH:14][CH:15]=1)[C:10]([OH:12])=[O:11])=S)C.[OH-].[Na+].Cl, predict the reaction product. The product is: [SH:6][C:7]1[C:8]([CH3:16])=[C:9]([CH:13]=[CH:14][CH:15]=1)[C:10]([OH:12])=[O:11].